Dataset: Reaction yield outcomes from USPTO patents with 853,638 reactions. Task: Predict the reaction yield, written as a fraction of the theoretical maximum amount of product (1.0 means a 100% yield; for example, 0.34 means a 34% yield). (1) The reactants are C([NH:4][C:5]([NH2:7])=[NH:6])(=O)C.N1CCCC1.CCO.[Br:16][C:17]1[CH:22]=[C:21]([F:23])[CH:20]=[CH:19][C:18]=1[C@@H:24]1[NH:29][C:28](=[O:30])/[C:27](=[C:31](/O)\[CH3:32])/[C:26](=O)[CH2:25]1. The catalyst is CCOC(C)=O. The product is [NH2:7][C:5]1[N:4]=[C:31]([CH3:32])[C:27]2[C:28](=[O:30])[NH:29][C@@H:24]([C:18]3[CH:19]=[CH:20][C:21]([F:23])=[CH:22][C:17]=3[Br:16])[CH2:25][C:26]=2[N:6]=1. The yield is 0.720. (2) The reactants are [CH2:1]([O:8][C:9]([N:11]1[CH2:15][CH:14]([OH:16])[CH2:13][CH:12]1[CH2:17][C:18]1[C:26]2[C:21](=[CH:22][C:23]([F:27])=[CH:24][CH:25]=2)[NH:20][CH:19]=1)=[O:10])[C:2]1[CH:7]=[CH:6][CH:5]=[CH:4][CH:3]=1.[C:28](OC(=O)C)(=[O:30])[CH3:29]. The catalyst is CN(C1C=CN=CC=1)C.C(Cl)Cl. The product is [CH2:1]([O:8][C:9]([N:11]1[CH2:15][CH:14]([O:16][C:28](=[O:30])[CH3:29])[CH2:13][CH:12]1[CH2:17][C:18]1[C:26]2[C:21](=[CH:22][C:23]([F:27])=[CH:24][CH:25]=2)[NH:20][CH:19]=1)=[O:10])[C:2]1[CH:7]=[CH:6][CH:5]=[CH:4][CH:3]=1. The yield is 0.630.